Dataset: M1 muscarinic receptor antagonist screen with 61,756 compounds. Task: Binary Classification. Given a drug SMILES string, predict its activity (active/inactive) in a high-throughput screening assay against a specified biological target. (1) The drug is O(C(=O)C=1C(NC(=O)NC1C)\C=C\c1ccccc1)CC. The result is 0 (inactive). (2) The compound is S(C(C(=O)NCc1occc1)C)c1nn2c(cc(nc2n1)C)C. The result is 0 (inactive). (3) The compound is S(c1n(NCc2ccc(N(C)C)cc2)cnn1)Cc1ccc(F)cc1. The result is 0 (inactive). (4) The drug is Brc1ccc(c2onc(C(=O)N(CC)CC)c2)cc1. The result is 0 (inactive). (5) The molecule is O1c2c(OCC1)ccc(c2)C(=O)Cn1nc(nn1)c1ccc(OCCC)cc1. The result is 0 (inactive). (6) The result is 0 (inactive). The molecule is s1c(N(C2CCCCC2)C)nnc1N.